Task: Predict the reaction yield, written as a fraction of the theoretical maximum amount of product (1.0 means a 100% yield; for example, 0.34 means a 34% yield).. Dataset: Reaction yield outcomes from USPTO patents with 853,638 reactions (1) The reactants are [F:1][C:2]1[CH:3]=[C:4]([OH:11])[CH:5]=[CH:6][C:7]=1[N+:8]([O-:10])=[O:9].[CH2:12](Br)[C:13]1[CH:18]=[CH:17][CH:16]=[CH:15][CH:14]=1.C([O-])([O-])=O.[K+].[K+].O. The catalyst is CC(C)=O. The product is [CH2:12]([O:11][C:4]1[CH:5]=[CH:6][C:7]([N+:8]([O-:10])=[O:9])=[C:2]([F:1])[CH:3]=1)[C:13]1[CH:18]=[CH:17][CH:16]=[CH:15][CH:14]=1. The yield is 0.920. (2) The reactants are C([NH:5][S:6]([C:9]1[S:13][C:12]([C:14]2[N:15]=[CH:16][N:17]([C:19]3[N:24]=[C:23]([C:25]([F:28])([F:27])[F:26])[CH:22]=[C:21]([C:29]4[CH:34]=[CH:33][C:32]([C:35]([F:38])([F:37])[F:36])=[CH:31][CH:30]=4)[N:20]=3)[CH:18]=2)=[N:11][CH:10]=1)(=[O:8])=[O:7])(C)(C)C.C(O)(C(F)(F)F)=O. The catalyst is ClCCl. The product is [F:28][C:25]([F:26])([F:27])[C:23]1[CH:22]=[C:21]([C:29]2[CH:34]=[CH:33][C:32]([C:35]([F:38])([F:36])[F:37])=[CH:31][CH:30]=2)[N:20]=[C:19]([N:17]2[CH:18]=[C:14]([C:12]3[S:13][C:9]([S:6]([NH2:5])(=[O:8])=[O:7])=[CH:10][N:11]=3)[N:15]=[CH:16]2)[N:24]=1. The yield is 0.180. (3) The reactants are [NH2:1][CH2:2][CH2:3][O:4][C:5]1[C:10]([CH3:11])=[CH:9][C:8]([C:12]2[NH:21][C:20](=[O:22])[C:19]3[C:14](=[CH:15][C:16]([O:25][CH3:26])=[CH:17][C:18]=3[O:23][CH3:24])[N:13]=2)=[CH:7][C:6]=1[CH3:27].[CH3:28][O:29][C:30]1[CH:35]=[CH:34][C:33]([S:36](Cl)(=[O:38])=[O:37])=[CH:32][CH:31]=1.C(N(CC)CC)C. The catalyst is C(Cl)Cl. The product is [CH3:24][O:23][C:18]1[CH:17]=[C:16]([O:25][CH3:26])[CH:15]=[C:14]2[C:19]=1[C:20](=[O:22])[NH:21][C:12]([C:8]1[CH:9]=[C:10]([CH3:11])[C:5]([O:4][CH2:3][CH2:2][NH:1][S:36]([C:33]3[CH:32]=[CH:31][C:30]([O:29][CH3:28])=[CH:35][CH:34]=3)(=[O:38])=[O:37])=[C:6]([CH3:27])[CH:7]=1)=[N:13]2. The yield is 0.530. (4) The yield is 0.670. The reactants are C(O[C:4](=[O:19])[CH2:5][C:6]([C:8]1[CH:13]=[CH:12][CH:11]=[CH:10][C:9]=1[O:14][CH2:15][CH2:16][O:17][CH3:18])=O)C.Cl.[C:21]([NH2:24])(=[NH:23])[CH3:22].C(O[K])(C)(C)C.Cl. The catalyst is C(O)C.O. The product is [CH3:18][O:17][CH2:16][CH2:15][O:14][C:9]1[CH:10]=[CH:11][CH:12]=[CH:13][C:8]=1[C:6]1[N:23]=[C:21]([CH3:22])[NH:24][C:4](=[O:19])[CH:5]=1. (5) The reactants are [C:1]([Si:5]([CH3:21])([CH3:20])[O:6][CH2:7][C:8]([CH3:19])([C:10]1[CH:15]=[CH:14][C:13]([N+:16]([O-])=O)=[CH:12][CH:11]=1)[CH3:9])([CH3:4])([CH3:3])[CH3:2]. The catalyst is CCOC(C)=O.[Pd]. The product is [C:1]([Si:5]([CH3:20])([CH3:21])[O:6][CH2:7][C:8]([C:10]1[CH:11]=[CH:12][C:13]([NH2:16])=[CH:14][CH:15]=1)([CH3:19])[CH3:9])([CH3:4])([CH3:2])[CH3:3]. The yield is 0.930. (6) The reactants are FC(F)(F)C(O)=O.[CH:8]12[NH:15][CH:12]([CH2:13][CH2:14]1)[CH2:11][N:10]([C:16](=[O:21])[C:17]([F:20])([F:19])[F:18])[CH2:9]2.C(N(CC)CC)C.Br[CH2:30][C:31]1[S:39][C:38]2[C:37]([N:40]3[CH2:45][CH2:44][O:43][CH2:42][CH2:41]3)=[N:36][C:35]([Cl:46])=[N:34][C:33]=2[CH:32]=1. The catalyst is C1COCC1. The product is [Cl:46][C:35]1[N:36]=[C:37]([N:40]2[CH2:41][CH2:42][O:43][CH2:44][CH2:45]2)[C:38]2[S:39][C:31]([CH2:30][N:15]3[CH:8]4[CH2:14][CH2:13][CH:12]3[CH2:11][N:10]([C:16](=[O:21])[C:17]([F:18])([F:19])[F:20])[CH2:9]4)=[CH:32][C:33]=2[N:34]=1. The yield is 0.710. (7) The reactants are [I:1][C:2]1[CH:3]=[CH:4][C:5]2[N:6]([CH:8]=[C:9]([NH2:11])[N:10]=2)[N:7]=1.[CH:12]1([C:15](Cl)=[O:16])[CH2:14][CH2:13]1.O. The catalyst is CN(C)C(=O)C. The product is [I:1][C:2]1[CH:3]=[CH:4][C:5]2[N:6]([CH:8]=[C:9]([NH:11][C:15]([CH:12]3[CH2:14][CH2:13]3)=[O:16])[N:10]=2)[N:7]=1. The yield is 0.800.